This data is from Reaction yield outcomes from USPTO patents with 853,638 reactions. The task is: Predict the reaction yield, written as a fraction of the theoretical maximum amount of product (1.0 means a 100% yield; for example, 0.34 means a 34% yield). (1) The reactants are [CH2:1]([N:3]1[CH:7]=[C:6](B2OC(C)(C)C(C)(C)O2)[CH:5]=[N:4]1)[CH3:2].[NH2:17][CH:18]1[CH2:24][CH2:23][CH2:22][CH2:21][N:20](C(OC(C)(C)C)=O)[CH2:19]1. No catalyst specified. The product is [CH2:1]([N:3]1[CH:7]=[C:6]([C:21]2[N:20]=[CH:19][C:6]3[CH:5]=[N:4][N:3]([C:1]4[N:17]=[C:18]([NH:17][CH:18]5[CH2:24][CH2:23][CH2:22][CH2:21][NH:20][CH2:19]5)[CH:24]=[CH:23][CH:2]=4)[C:7]=3[CH:22]=2)[CH:5]=[N:4]1)[CH3:2]. The yield is 0.0280. (2) The reactants are [H-].[Na+].[CH3:3][S:4][C:5]1[CH:10]=[CH:9][C:8]([CH2:11][C:12]#[N:13])=[CH:7][CH:6]=1.[C:14]([O:18][C:19](=[O:27])[N:20]([CH2:24][CH2:25]Cl)[CH2:21][CH2:22]Cl)([CH3:17])([CH3:16])[CH3:15].[Cl-].[NH4+]. The catalyst is CN(C)C=O.CCOC(C)=O. The product is [C:14]([O:18][C:19]([N:20]1[CH2:24][CH2:25][C:11]([C:12]#[N:13])([C:8]2[CH:9]=[CH:10][C:5]([S:4][CH3:3])=[CH:6][CH:7]=2)[CH2:22][CH2:21]1)=[O:27])([CH3:17])([CH3:16])[CH3:15]. The yield is 0.560. (3) The reactants are [C:1]([O:5][C:6]([NH:8][C:9]1[CH:10]=[N:11][CH:12]=[CH:13][C:14]=1[C@H:15]1[CH2:20][C@@H:19]([NH:21][C:22](=[O:28])[O:23][C:24]([CH3:27])([CH3:26])[CH3:25])[C@H:18]([OH:29])[C@@H:17]([CH3:30])[CH2:16]1)=[O:7])([CH3:4])([CH3:3])[CH3:2].[CH3:31][S:32](Cl)(=[O:34])=[O:33]. The catalyst is N1C=CC=CC=1. The product is [CH3:31][S:32]([O:29][C@@H:18]1[C@@H:17]([CH3:30])[CH2:16][C@@H:15]([C:14]2[CH:13]=[CH:12][N:11]=[CH:10][C:9]=2[NH:8][C:6]([O:5][C:1]([CH3:4])([CH3:2])[CH3:3])=[O:7])[CH2:20][C@H:19]1[NH:21][C:22]([O:23][C:24]([CH3:27])([CH3:26])[CH3:25])=[O:28])(=[O:34])=[O:33]. The yield is 0.590. (4) The reactants are Cl[C:2]1[CH:3]=[CH:4][C:5]2[N:6]=[CH:7][N:8]=[C:9]([NH:12][C:13]3[C:14]([CH3:19])=[N:15][O:16][C:17]=3[CH3:18])[C:10]=2[N:11]=1.[Cl:20][C:21]1[C:26]([NH:27][S:28]([C:31]2[CH:36]=[CH:35][C:34]([F:37])=[CH:33][C:32]=2[F:38])(=[O:30])=[O:29])=[CH:25][C:24](B2OC(C)(C)C(C)(C)O2)=[CH:23][N:22]=1.C(=O)(O)[O-].[Na+]. The catalyst is O1CCOCC1. The product is [Cl:20][C:21]1[C:26]([NH:27][S:28]([C:31]2[CH:36]=[CH:35][C:34]([F:37])=[CH:33][C:32]=2[F:38])(=[O:30])=[O:29])=[CH:25][C:24]([C:2]2[CH:3]=[CH:4][C:5]3[N:6]=[CH:7][N:8]=[C:9]([NH:12][C:13]4[C:14]([CH3:19])=[N:15][O:16][C:17]=4[CH3:18])[C:10]=3[N:11]=2)=[CH:23][N:22]=1. The yield is 0.270. (5) The reactants are Br[C:2]1[CH:21]=[CH:20][C:5]([CH2:6][C:7]2[C:11]3[CH:12]=[CH:13][CH:14]=[CH:15][C:10]=3[O:9][C:8]=2[CH2:16][CH2:17][CH2:18][CH3:19])=[CH:4][CH:3]=1.[B:22]1([B:22]2[O:26][C:25]([CH3:28])([CH3:27])[C:24]([CH3:30])([CH3:29])[O:23]2)[O:26][C:25]([CH3:28])([CH3:27])[C:24]([CH3:30])([CH3:29])[O:23]1.C([O-])(=O)C.[K+].C(Cl)Cl. The catalyst is CS(C)=O.O.C1C=CC(P(C2C=CC=CC=2)[C-]2C=CC=C2)=CC=1.C1C=CC(P(C2C=CC=CC=2)[C-]2C=CC=C2)=CC=1.Cl[Pd]Cl.[Fe+2]. The product is [CH2:16]([C:8]1[O:9][C:10]2[CH:15]=[CH:14][CH:13]=[CH:12][C:11]=2[C:7]=1[CH2:6][C:5]1[CH:20]=[CH:21][C:2]([B:22]2[O:26][C:25]([CH3:28])([CH3:27])[C:24]([CH3:30])([CH3:29])[O:23]2)=[CH:3][CH:4]=1)[CH2:17][CH2:18][CH3:19]. The yield is 0.690.